Dataset: Full USPTO retrosynthesis dataset with 1.9M reactions from patents (1976-2016). Task: Predict the reactants needed to synthesize the given product. (1) Given the product [CH2:1]([C:3]1[CH:4]=[N:5][N:6]([CH3:18])[C:7]=1[C:8]1[CH:9]=[C:10]([C:14]([OH:16])=[O:15])[S:11][C:12]=1[CH3:13])[CH3:2], predict the reactants needed to synthesize it. The reactants are: [CH2:1]([C:3]1[CH:4]=[N:5][N:6]([CH3:18])[C:7]=1[C:8]1[CH:9]=[C:10]([C:14]([O:16]C)=[O:15])[S:11][C:12]=1[CH3:13])[CH3:2].[OH-].[Na+]. (2) Given the product [C:1]([C:4]1[CH:5]=[C:6]([CH2:11][CH2:12][C:13]([O-:15])=[O:14])[CH:7]=[CH:8][C:9]=1[NH2:10])(=[O:3])[CH3:2].[Li+:17], predict the reactants needed to synthesize it. The reactants are: [C:1]([C:4]1[CH:5]=[C:6]([CH2:11][CH2:12][C:13]([O:15]C)=[O:14])[CH:7]=[CH:8][C:9]=1[NH2:10])(=[O:3])[CH3:2].[Li+:17].[OH-]. (3) Given the product [CH2:1]([C:8]1[NH:9][C:10]([C:13]([NH:15][C@@H:16]2[C:22](=[O:23])[NH:21][C:20]3[CH:24]=[CH:25][C:26]([C:37]4[CH:41]=[CH:40][NH:39][N:38]=4)=[CH:27][C:19]=3[CH2:18][CH2:17]2)=[O:14])=[N:11][N:12]=1)[C:2]1[CH:7]=[CH:6][CH:5]=[CH:4][CH:3]=1, predict the reactants needed to synthesize it. The reactants are: [CH2:1]([C:8]1[NH:9][C:10]([C:13]([NH:15][C@@H:16]2[C:22](=[O:23])[NH:21][C:20]3[CH:24]=[CH:25][C:26](Br)=[CH:27][C:19]=3[CH2:18][CH2:17]2)=[O:14])=[N:11][N:12]=1)[C:2]1[CH:7]=[CH:6][CH:5]=[CH:4][CH:3]=1.CC1(C)C(C)(C)OB([C:37]2[CH:41]=[CH:40][N:39](C(OC(C)(C)C)=O)[N:38]=2)O1.C([O-])([O-])=O.[K+].[K+]. (4) Given the product [CH2:1]([N:8]1[C:16]2[C:11](=[CH:12][CH:13]=[CH:14][CH:15]=2)[C:10]([O:17][C:18]2[CH:26]=[CH:25][CH:24]=[CH:23][C:19]=2[C:20]([NH:27][C@H:28]2[CH2:36][C:35]3[C:30](=[CH:31][CH:32]=[CH:33][CH:34]=3)[C@H:29]2[OH:37])=[O:22])=[N:9]1)[C:2]1[CH:7]=[CH:6][CH:5]=[CH:4][CH:3]=1, predict the reactants needed to synthesize it. The reactants are: [CH2:1]([N:8]1[C:16]2[C:11](=[CH:12][CH:13]=[CH:14][CH:15]=2)[C:10]([O:17][C:18]2[CH:26]=[CH:25][CH:24]=[CH:23][C:19]=2[C:20]([OH:22])=O)=[N:9]1)[C:2]1[CH:7]=[CH:6][CH:5]=[CH:4][CH:3]=1.[NH2:27][C@H:28]1[CH2:36][C:35]2[C:30](=[CH:31][CH:32]=[CH:33][CH:34]=2)[C@H:29]1[OH:37]. (5) Given the product [NH:10]1[C:14]2=[N:15][CH:16]=[CH:17][CH:18]=[C:13]2[C:12]([C:19]2[CH:28]=[C:27]3[C:22]([CH:23]=[CH:24][CH:25]=[C:26]3[NH:29][C:30]([C:32]3[C:33](=[O:47])[N:34]([CH2:38][C:39]4[CH:44]=[CH:43][C:42]([F:45])=[C:41]([F:46])[CH:40]=4)[CH:35]=[CH:36][CH:37]=3)=[O:31])=[CH:21][CH:20]=2)=[CH:11]1, predict the reactants needed to synthesize it. The reactants are: C1(S([N:10]2[C:14]3=[N:15][CH:16]=[CH:17][CH:18]=[C:13]3[C:12]([C:19]3[CH:28]=[C:27]4[C:22]([CH:23]=[CH:24][CH:25]=[C:26]4[NH:29][C:30]([C:32]4[C:33](=[O:47])[N:34]([CH2:38][C:39]5[CH:44]=[CH:43][C:42]([F:45])=[C:41]([F:46])[CH:40]=5)[CH:35]=[CH:36][CH:37]=4)=[O:31])=[CH:21][CH:20]=3)=[CH:11]2)(=O)=O)C=CC=CC=1.C(Cl)Cl.C[O-].[Na+]. (6) Given the product [CH2:2]1[C:37]2[C:36](=[CH:42][CH:41]=[C:39]([NH:40][C:2]3[N:7]=[C:6]([C:8]4[C:9]([C:17]5[CH:18]=[C:19]([NH:23][C:24](=[O:33])[C:25]6[CH:30]=[CH:29][CH:28]=[CH:27][CH:26]=6)[CH:20]=[CH:21][CH:22]=5)=[N:10][N:11]5[CH:16]=[CH:15][CH:14]=[CH:13][C:12]=45)[CH:5]=[CH:4][N:3]=3)[CH:38]=2)[CH2:5][CH2:4][NH:3]1, predict the reactants needed to synthesize it. The reactants are: Cl[C:2]1[N:7]=[C:6]([C:8]2[C:9]([C:17]3[CH:18]=[C:19]([NH:23][C:24](=[O:33])[C:25]4[C:30](F)=[CH:29][CH:28]=[CH:27][C:26]=4F)[CH:20]=[CH:21][CH:22]=3)=[N:10][N:11]3[CH:16]=[CH:15][CH:14]=[CH:13][C:12]=23)[CH:5]=[CH:4][N:3]=1.CO[C:36]1[CH:42]=[CH:41][C:39]([NH2:40])=[CH:38][C:37]=1N1CCNCC1. (7) Given the product [C:17]([C:21]1[CH:26]=[CH:25][C:24]([S:27]([NH:30][C:2]2[C:7]([C:8]3[CH:13]=[CH:12][C:11]([CH3:14])=[CH:10][CH:9]=3)=[C:6]([Cl:15])[N:5]=[CH:4][N:3]=2)(=[O:28])=[O:29])=[CH:23][CH:22]=1)([CH3:20])([CH3:18])[CH3:19], predict the reactants needed to synthesize it. The reactants are: Cl[C:2]1[C:7]([C:8]2[CH:13]=[CH:12][C:11]([CH3:14])=[CH:10][CH:9]=2)=[C:6]([Cl:15])[N:5]=[CH:4][N:3]=1.[K+].[C:17]([C:21]1[CH:26]=[CH:25][C:24]([S:27]([NH-:30])(=[O:29])=[O:28])=[CH:23][CH:22]=1)([CH3:20])([CH3:19])[CH3:18].O.